From a dataset of Full USPTO retrosynthesis dataset with 1.9M reactions from patents (1976-2016). Predict the reactants needed to synthesize the given product. (1) Given the product [Cl:1][C@H:2]([CH2:6][C:7]1[CH:12]=[CH:11][C:10]([NH:13][C:14]([O:16][C:17]([CH3:20])([CH3:19])[CH3:18])=[O:15])=[CH:9][CH:8]=1)[C:3]([OH:5])=[O:4], predict the reactants needed to synthesize it. The reactants are: [Cl:1][CH:2]([CH2:6][C:7]1[CH:12]=[CH:11][C:10]([NH:13][C:14]([O:16][C:17]([CH3:20])([CH3:19])[CH3:18])=[O:15])=[CH:9][CH:8]=1)[C:3]([OH:5])=[O:4].CCOC(C)=O.CO.[Na+].[Cl-]. (2) Given the product [CH2:38]([NH:40][C:33]([C:30]1[S:29][C:28]([C:26]2[NH:27][C:23]([C:8]3[CH:9]=[C:10]([O:12][C:13]4[CH:14]=[CH:15][C:16]([S:19]([CH3:22])(=[O:20])=[O:21])=[CH:17][CH:18]=4)[CH:11]=[C:6]([O:5][C@@H:4]([CH3:36])[CH2:3][O:2][CH3:1])[CH:7]=3)=[CH:24][CH:25]=2)=[N:32][CH:31]=1)=[O:35])[CH3:39], predict the reactants needed to synthesize it. The reactants are: [CH3:1][O:2][CH2:3][C@H:4]([CH3:36])[O:5][C:6]1[CH:7]=[C:8]([C:23]2[NH:27][C:26]([C:28]3[S:29][C:30]([C:33]([OH:35])=O)=[CH:31][N:32]=3)=[CH:25][CH:24]=2)[CH:9]=[C:10]([O:12][C:13]2[CH:18]=[CH:17][C:16]([S:19]([CH3:22])(=[O:21])=[O:20])=[CH:15][CH:14]=2)[CH:11]=1.Cl.[CH2:38]([NH2:40])[CH3:39].CN(C(ON1N=NC2C=CC=NC1=2)=[N+](C)C)C.F[P-](F)(F)(F)(F)F.C(N(CC)C(C)C)(C)C. (3) Given the product [CH:22]12[CH2:28][CH:25]([CH2:26][CH2:27]1)[CH:24]=[C:23]2[C:29]([O:31][CH:32]1[CH2:33][O:34][CH2:35][O:36][CH2:37]1)=[O:30], predict the reactants needed to synthesize it. The reactants are: C1OCOC1CO.C12CC(C=C1)CC2C(OC)=O.C[O-].[Na+].[CH:22]12[CH2:28][CH:25]([CH:26]=[CH:27]1)[CH2:24][CH:23]2[C:29]([O:31][CH2:32][CH:33]1[CH2:37][O:36][CH2:35][O:34]1)=[O:30].